Dataset: Peptide-MHC class II binding affinity with 134,281 pairs from IEDB. Task: Regression. Given a peptide amino acid sequence and an MHC pseudo amino acid sequence, predict their binding affinity value. This is MHC class II binding data. (1) The peptide sequence is QIRMAKLLGRDPEQS. The MHC is HLA-DQA10501-DQB10201 with pseudo-sequence HLA-DQA10501-DQB10201. The binding affinity (normalized) is 0.0551. (2) The peptide sequence is TVPRTKYTATISGLK. The MHC is HLA-DPA10201-DPB10101 with pseudo-sequence HLA-DPA10201-DPB10101. The binding affinity (normalized) is 0.380. (3) The peptide sequence is AQAVYDFRSIVDYLR. The MHC is HLA-DPA10103-DPB10401 with pseudo-sequence HLA-DPA10103-DPB10401. The binding affinity (normalized) is 0.165. (4) The peptide sequence is GWYLVAATAAAATLR. The MHC is HLA-DQA10501-DQB10301 with pseudo-sequence HLA-DQA10501-DQB10301. The binding affinity (normalized) is 0.591.